Dataset: Forward reaction prediction with 1.9M reactions from USPTO patents (1976-2016). Task: Predict the product of the given reaction. (1) Given the reactants [Cl:1][C:2]1[N:3]=[C:4]([C:7]([OH:9])=O)[NH:5][N:6]=1.CN(C(ON1N=N[C:20]2C=CC=N[C:19]1=2)=[N+](C)C)C.F[P-](F)(F)(F)(F)F.CCN(C(C)C)C(C)C.[NH2:43][C@H:44]([CH2:52][C:53]1[CH:58]=[CH:57][C:56]([C:59]2[CH:64]=[CH:63][CH:62]=[CH:61][CH:60]=2)=[CH:55][CH:54]=1)[CH2:45][C@@H:46]([CH2:50][OH:51])[C:47]([OH:49])=[O:48], predict the reaction product. The product is: [CH2:19]([O:48][C:47](=[O:49])[C@H:46]([CH2:50][OH:51])[CH2:45][C@H:44]([NH:43][C:7]([C:4]1[NH:5][N:6]=[C:2]([Cl:1])[N:3]=1)=[O:9])[CH2:52][C:53]1[CH:54]=[CH:55][C:56]([C:59]2[CH:64]=[CH:63][CH:62]=[CH:61][CH:60]=2)=[CH:57][CH:58]=1)[CH3:20]. (2) Given the reactants [OH:1][C:2]1[C:3]([C:29]2[CH:34]=[CH:33][CH:32]=[CH:31][CH:30]=2)=[C:4]2[C:9](=[CH:10][CH:11]=1)[CH:8]=[C:7]([CH2:12][NH:13][C:14]([C:16]1[C:20]3[CH:21]=[CH:22][CH:23]=[CH:24][C:19]=3[O:18][C:17]=1[CH2:25][CH2:26][CH2:27][CH3:28])=[O:15])[CH:6]=[CH:5]2.Br[CH2:36][C:37]#[N:38].C(=O)([O-])[O-].[K+].[K+], predict the reaction product. The product is: [C:37]([CH2:36][O:1][C:2]1[C:3]([C:29]2[CH:30]=[CH:31][CH:32]=[CH:33][CH:34]=2)=[C:4]2[C:9](=[CH:10][CH:11]=1)[CH:8]=[C:7]([CH2:12][NH:13][C:14]([C:16]1[C:20]3[CH:21]=[CH:22][CH:23]=[CH:24][C:19]=3[O:18][C:17]=1[CH2:25][CH2:26][CH2:27][CH3:28])=[O:15])[CH:6]=[CH:5]2)#[N:38]. (3) Given the reactants [CH3:1][C:2]1[S:3][C:4]([C:8]([OH:10])=[O:9])=[C:5](C)[N:6]=1.[Li+].CC([N-]C(C)C)C.Cl[CH2:20][C:21]1[C:22]([C:27]2[CH:32]=[CH:31][CH:30]=[CH:29][CH:28]=2)=[N:23][O:24][C:25]=1[CH3:26], predict the reaction product. The product is: [CH3:26][C:25]1[O:24][N:23]=[C:22]([C:27]2[CH:28]=[CH:29][CH:30]=[CH:31][CH:32]=2)[C:21]=1[CH2:20][CH2:1][C:2]1[S:3][C:4]([C:8]([OH:10])=[O:9])=[CH:5][N:6]=1. (4) Given the reactants [C:1]([O:4][C:5]1[C:10]([CH3:11])=[C:9]([CH3:12])[C:8]([OH:13])=[C:7]([C:14](=[O:16])[CH3:15])[C:6]=1[CH3:17])(=[O:3])[CH3:2].[C:18]1(=O)[CH2:21][CH2:20][CH2:19]1, predict the reaction product. The product is: [C:1]([O:4][C:5]1[C:6]([CH3:17])=[C:7]2[C:8](=[C:9]([CH3:12])[C:10]=1[CH3:11])[O:13][C:18]1([CH2:21][CH2:20][CH2:19]1)[CH2:15][C:14]2=[O:16])(=[O:3])[CH3:2]. (5) Given the reactants [C:1]([O:5][C:6](=[O:15])[NH:7][C:8]1[CH:13]=[CH:12][C:11](Br)=[CH:10][CH:9]=1)([CH3:4])([CH3:3])[CH3:2].C([Li])CCC.[O:21]1[CH2:26][CH2:25][C:24](=[O:27])[CH2:23][CH2:22]1.[Cl-].[NH4+], predict the reaction product. The product is: [C:1]([O:5][C:6](=[O:15])[NH:7][C:8]1[CH:13]=[CH:12][C:11]([C:24]2([OH:27])[CH2:25][CH2:26][O:21][CH2:22][CH2:23]2)=[CH:10][CH:9]=1)([CH3:4])([CH3:3])[CH3:2]. (6) Given the reactants S(=O)(=O)(O)O.[N+:6]([O-:9])(O)=[O:7].[CH3:10][C:11]1[N:16]([C:17]2[CH:22]=[CH:21][CH:20]=[C:19]([C:23]([F:26])([F:25])[F:24])[CH:18]=2)[C:15](=[O:27])[N:14]([CH2:28][CH2:29][CH3:30])[C:13](=[O:31])[CH:12]=1, predict the reaction product. The product is: [CH3:10][C:11]1[N:16]([C:17]2[CH:22]=[CH:21][CH:20]=[C:19]([C:23]([F:26])([F:25])[F:24])[CH:18]=2)[C:15](=[O:27])[N:14]([CH2:28][CH2:29][CH3:30])[C:13](=[O:31])[C:12]=1[N+:6]([O-:9])=[O:7]. (7) The product is: [CH:1]1([NH:7][C:28]([C:17]2[N:18]([CH3:27])[C:19]([C:20]3[CH:25]=[CH:24][C:23]([CH3:26])=[CH:22][CH:21]=3)=[C:15]([C:12]3[CH:11]=[CH:10][C:9]([CH3:8])=[CH:14][CH:13]=3)[N:16]=2)=[O:29])[CH2:6][CH2:5][CH2:4][CH2:3][CH2:2]1. Given the reactants [CH:1]1([NH2:7])[CH2:6][CH2:5][CH2:4][CH2:3][CH2:2]1.[CH3:8][C:9]1[CH:14]=[CH:13][C:12]([C:15]2[N:16]=[C:17]([C:28](O)=[O:29])[N:18]([CH3:27])[C:19]=2[C:20]2[CH:25]=[CH:24][C:23]([CH3:26])=[CH:22][CH:21]=2)=[CH:11][CH:10]=1, predict the reaction product. (8) The product is: [N:16]1[CH:15]=[CH:14][C:13]([C:12]2[O:19][C:2]3[C:3]([C:4]([OH:6])=[O:5])=[CH:7][CH:8]=[CH:9][C:10]=3[N:11]=2)=[CH:18][CH:17]=1. Given the reactants O[C:2]1[C:10]([NH:11][C:12](=[O:19])[C:13]2[CH:18]=[CH:17][N:16]=[CH:15][CH:14]=2)=[CH:9][CH:8]=[CH:7][C:3]=1[C:4]([OH:6])=[O:5].O.C1(C)C=CC(S(O)(=O)=O)=CC=1.C1(C)C(C)=CC=CC=1.C(=O)([O-])[O-].[K+].[K+], predict the reaction product.